From a dataset of Full USPTO retrosynthesis dataset with 1.9M reactions from patents (1976-2016). Predict the reactants needed to synthesize the given product. (1) Given the product [F:1][C:2]1[C:7]([S:8][CH3:9])=[CH:6][CH:5]=[CH:4][C:3]=1[N:10]1[CH2:15][CH2:14][N:13]([C:24]([O:26][CH3:27])=[O:25])[CH2:12][CH2:11]1, predict the reactants needed to synthesize it. The reactants are: [F:1][C:2]1[C:7]([S:8][CH3:9])=[CH:6][CH:5]=[CH:4][C:3]=1[N:10]1[CH2:15][CH2:14][NH:13][CH2:12][CH2:11]1.C(N(CC)CC)C.Cl[C:24]([O:26][CH3:27])=[O:25]. (2) Given the product [CH2:42]([O:38][C:13]1[CH:14]=[CH:9][C:10]([C:16]([F:17])([F:19])[F:18])=[CH:11][C:12]=1[B:30]([OH:33])[OH:35])[C:41]1[CH:22]=[CH:20][CH:21]=[CH:39][CH:40]=1, predict the reactants needed to synthesize it. The reactants are: C(O[C:9]1[C:14](I)=[CH:13][CH:12]=[CH:11][C:10]=1[C:16]([F:19])([F:18])[F:17])C1C=CC=CC=1.[CH:20]([Mg]Cl)([CH3:22])[CH3:21].C(OCC)C.[B:30]([O:35]C)([O:33]C)OC.Cl.[O:38]1[CH2:42][CH2:41][CH2:40][CH2:39]1. (3) Given the product [C:1]([C:3]1[CH:17]=[C:16]([C:18]2[CH:23]=[CH:22][C:21]([CH2:24][S:36]([CH3:35])(=[O:38])=[O:37])=[CH:20][CH:19]=2)[C:6]2[N:7]([C:10]3[CH:15]=[CH:14][CH:13]=[CH:12][CH:11]=3)[CH:8]=[N:9][C:5]=2[CH:4]=1)#[N:2], predict the reactants needed to synthesize it. The reactants are: [C:1]([C:3]1[CH:17]=[C:16]([C:18]2[CH:23]=[CH:22][C:21]([CH2:24]O)=[CH:20][CH:19]=2)[C:6]2[N:7]([C:10]3[CH:15]=[CH:14][CH:13]=[CH:12][CH:11]=3)[CH:8]=[N:9][C:5]=2[CH:4]=1)#[N:2].C(N(C(C)C)CC)(C)C.[CH3:35][S:36](Cl)(=[O:38])=[O:37].C(C1C=C(C2C=CC=C(CS(C)(=O)=O)C=2)C2N(C3C=CC=CC=3)C=NC=2C=1)#N. (4) Given the product [Cl:1][C:2]1[N:10]=[C:9]2[C:5]([N:6]=[CH:7][N:8]2[CH:23]2[CH2:27][CH2:26][CH2:25][CH2:24]2)=[C:4]([NH:11][C:12]2[CH:13]=[C:14]3[C:18](=[CH:19][CH:20]=2)[CH2:17][CH2:16][CH2:15]3)[N:3]=1, predict the reactants needed to synthesize it. The reactants are: [Cl:1][C:2]1[N:10]=[C:9]2[C:5]([N:6]=[CH:7][NH:8]2)=[C:4]([NH:11][C:12]2[CH:13]=[C:14]3[C:18](=[CH:19][CH:20]=2)[CH2:17][CH2:16][CH2:15]3)[N:3]=1.[H-].[Na+].[CH:23]1(Br)[CH2:27][CH2:26][CH2:25][CH2:24]1.O. (5) Given the product [CH2:27]([C:3]1[N:4]=[C:5]([CH2:24][CH2:25][CH3:26])[N:6]([CH2:9][C:10]2[CH:11]=[CH:12][C:13]([C:16]3[C:17]([C:22]#[N:23])=[CH:18][CH:19]=[CH:20][CH:21]=3)=[CH:14][CH:15]=2)[C:7](=[O:8])[C:2]=1[C:34]1[CH:35]=[CH:36][C:31]([O:30][CH3:29])=[CH:32][CH:33]=1)[CH3:28], predict the reactants needed to synthesize it. The reactants are: Br[C:2]1[C:7](=[O:8])[N:6]([CH2:9][C:10]2[CH:15]=[CH:14][C:13]([C:16]3[C:17]([C:22]#[N:23])=[CH:18][CH:19]=[CH:20][CH:21]=3)=[CH:12][CH:11]=2)[C:5]([CH2:24][CH2:25][CH3:26])=[N:4][C:3]=1[CH2:27][CH3:28].[CH3:29][O:30][C:31]1[CH:36]=[CH:35][C:34](B(O)O)=[CH:33][CH:32]=1.C(=O)([O-])[O-].[Cs+].[Cs+]. (6) Given the product [CH3:1][O:2][C:3]1[CH:4]=[C:5]2[C:10](=[CH:11][C:12]=1[O:13][CH3:14])[N:9]=[CH:8][N:7]=[C:6]2[O:15][C:16]1[CH:22]=[CH:21][C:19]([NH:20][C:41](=[O:47])[O:42][CH2:43][CH2:56][CH2:55][O:54][C:53]2[CH:59]=[CH:60][CH:61]=[C:51]([O:50][CH3:49])[CH:52]=2)=[CH:18][CH:17]=1, predict the reactants needed to synthesize it. The reactants are: [CH3:1][O:2][C:3]1[CH:4]=[C:5]2[C:10](=[CH:11][C:12]=1[O:13][CH3:14])[N:9]=[CH:8][N:7]=[C:6]2[O:15][C:16]1[CH:22]=[CH:21][C:19]([NH2:20])=[CH:18][CH:17]=1.C1(C)C=CC=CC=1.C(N(CC)CC)C.ClC(Cl)(O[C:41](=[O:47])[O:42][C:43](Cl)(Cl)Cl)Cl.[CH3:49][O:50][C:51]1[CH:52]=[C:53]([CH:59]=[CH:60][CH:61]=1)[O:54][CH2:55][CH2:56]CO. (7) The reactants are: Br[C:2]1[CH:3]=[CH:4][C:5]([O:8][CH:9]([F:11])[F:10])=[N:6][CH:7]=1.[Li]C(C)(C)C.CN([CH:20]=[O:21])C.Cl. Given the product [F:10][CH:9]([F:11])[O:8][C:5]1[CH:4]=[CH:3][C:2]([CH:20]=[O:21])=[CH:7][N:6]=1, predict the reactants needed to synthesize it. (8) Given the product [F:1][C:2]1[CH:7]=[CH:6][C:5]([O:8][CH3:9])=[CH:4][C:3]=1[C:10]1[C:19]([O:20][CH2:21][CH:22]([CH3:24])[CH3:23])=[CH:18][C:13]([C:14]([O:16][CH3:17])=[O:15])=[CH:12][N+:11]=1[O-:27], predict the reactants needed to synthesize it. The reactants are: [F:1][C:2]1[CH:7]=[CH:6][C:5]([O:8][CH3:9])=[CH:4][C:3]=1[C:10]1[C:19]([O:20][CH2:21][CH:22]([CH3:24])[CH3:23])=[CH:18][C:13]([C:14]([O:16][CH3:17])=[O:15])=[CH:12][N:11]=1.NC(N)=[O:27].OO.FC(F)(F)C(OC(=O)C(F)(F)F)=O.C(=O)([O-])O.[Na+]. (9) The reactants are: [Cl:1][C:2]1[C:6]([Cl:7])=[C:5]([CH3:8])[NH:4][C:3]=1[C:9]([NH:11][CH:12]1[CH2:17][CH2:16][N:15]([C:18]2[CH:23]=[C:22]([C:24]#[N:25])[N:21]=[C:20]([Cl:26])[N:19]=2)[CH2:14][CH2:13]1)=[O:10].Cl.[NH2:28][OH:29]. Given the product [NH2:25]/[C:24](=[N:28]\[OH:29])/[C:22]1[N:21]=[C:20]([Cl:26])[N:19]=[C:18]([N:15]2[CH2:16][CH2:17][CH:12]([NH:11][C:9]([C:3]3[NH:4][C:5]([CH3:8])=[C:6]([Cl:7])[C:2]=3[Cl:1])=[O:10])[CH2:13][CH2:14]2)[CH:23]=1, predict the reactants needed to synthesize it. (10) Given the product [CH2:23]([S:30]([NH:33][C:34]([CH:36]1[CH2:41][CH2:40][N:39]([C:2]2[C:12]([C:13]#[N:14])=[CH:11][C:5]([C:6]([O:8][CH2:9][CH3:10])=[O:7])=[C:4]([CH2:15][CH2:16][CH2:17][C:18]([O:20][CH2:21][CH3:22])=[O:19])[N:3]=2)[CH2:38][CH2:37]1)=[O:35])(=[O:31])=[O:32])[C:24]1[CH:25]=[CH:26][CH:27]=[CH:28][CH:29]=1, predict the reactants needed to synthesize it. The reactants are: Cl[C:2]1[C:12]([C:13]#[N:14])=[CH:11][C:5]([C:6]([O:8][CH2:9][CH3:10])=[O:7])=[C:4]([CH2:15][CH2:16][CH2:17][C:18]([O:20][CH2:21][CH3:22])=[O:19])[N:3]=1.[CH2:23]([S:30]([NH:33][C:34]([CH:36]1[CH2:41][CH2:40][NH:39][CH2:38][CH2:37]1)=[O:35])(=[O:32])=[O:31])[C:24]1[CH:29]=[CH:28][CH:27]=[CH:26][CH:25]=1.